Predict the reactants needed to synthesize the given product. From a dataset of Full USPTO retrosynthesis dataset with 1.9M reactions from patents (1976-2016). (1) The reactants are: [Si:1]([CH3:5])([CH3:4])(Cl)[Cl:2].[CH:6]1[CH2:10][CH:9]=[CH:8][CH:7]=1.[Na]. Given the product [Cl:2][Si:1]([C:7]1[CH2:6][CH:10]=[CH:9][CH:8]=1)([CH3:5])[CH3:4], predict the reactants needed to synthesize it. (2) Given the product [NH2:2][CH2:3][C@@H:4]([C:6]1[CH:11]=[CH:10][CH:9]=[C:8]([Cl:1])[CH:7]=1)[OH:5], predict the reactants needed to synthesize it. The reactants are: [ClH:1].[NH2:2][CH2:3][CH:4]([C:6]1[CH:11]=[CH:10][CH:9]=[CH:8][CH:7]=1)[OH:5].[OH-].[Na+].N(C(OC(C)(C)C)=O)[C@H](C(O)=O)CC1C=CC(O)=CC=1. (3) Given the product [CH3:1][C:2]1[N:3]=[C:4]2[C:9]([OH:10])=[C:8]([CH2:11][CH2:12][CH:13]([OH:20])[C:14]3[CH:19]=[CH:18][CH:17]=[CH:16][CH:15]=3)[C:7]([C:21]([O:23][CH2:24][CH3:25])=[O:22])=[CH:6][N:5]2[C:26]=1[CH3:27], predict the reactants needed to synthesize it. The reactants are: [CH3:1][C:2]1[N:3]=[C:4]2[C:9]([OH:10])=[C:8]([CH2:11][CH2:12][C:13](=[O:20])[C:14]3[CH:19]=[CH:18][CH:17]=[CH:16][CH:15]=3)[C:7]([C:21]([O:23][CH2:24][CH3:25])=[O:22])=[CH:6][N:5]2[C:26]=1[CH3:27].[BH4-].[Na+].[Cl-].[NH4+]. (4) Given the product [F:1][C:2]1[CH:7]=[CH:6][C:5]([C:8]2[CH:13]=[CH:12][N:11]=[CH:10][C:9]=2[NH:14][CH2:22][C:23]2([CH3:27])[CH2:26][O:25][CH2:24]2)=[C:4]([O:28][CH3:29])[CH:3]=1, predict the reactants needed to synthesize it. The reactants are: [F:1][C:2]1[CH:7]=[CH:6][C:5]([C:8]2[CH:13]=[CH:12][N:11]=[CH:10][C:9]=2[N:14]([CH2:22][C:23]2([CH3:27])[CH2:26][O:25][CH2:24]2)C(=O)OC(C)(C)C)=[C:4]([O:28][CH3:29])[CH:3]=1.